Predict the reaction yield, written as a fraction of the theoretical maximum amount of product (1.0 means a 100% yield; for example, 0.34 means a 34% yield). From a dataset of Reaction yield outcomes from USPTO patents with 853,638 reactions. The reactants are C1([C@H](NCC2C=CC=C(C(C)(C)C)C=2O)[C@@H](NCC2C=CC=C(C(C)(C)C)C=2[OH:27])C2C=CC=CC=2)C=CC=CC=1.[Cl:41][C:42]1[CH:43]=[C:44]2[C:48](=[CH:49][CH:50]=1)[C:47](=[O:51])[CH:46]([C:52]([O:54][CH3:55])=[O:53])[CH2:45]2.C(OO)(C)(C)C. The catalyst is C1(C)C=CC=CC=1.C/C(/[O-])=C/C(C)=O.C/C(/[O-])=C/C(C)=O.C/C(/[O-])=C/C(C)=O.C/C(/[O-])=C/C(C)=O.[Zr+4]. The product is [Cl:41][C:42]1[CH:43]=[C:44]2[C:48](=[CH:49][CH:50]=1)[C:47](=[O:51])[C:46]([OH:27])([C:52]([O:54][CH3:55])=[O:53])[CH2:45]2. The yield is 0.850.